Dataset: Catalyst prediction with 721,799 reactions and 888 catalyst types from USPTO. Task: Predict which catalyst facilitates the given reaction. (1) Reactant: [NH2:1][CH:2]([CH:6]1[CH2:11][CH2:10][N:9]([C:12]([O:14][C:15]([CH3:18])([CH3:17])[CH3:16])=[O:13])[CH2:8][CH2:7]1)[C:3]([OH:5])=[O:4].[OH-].[Na+].[C:21](O[C:21]([O:23][C:24]([CH3:27])([CH3:26])[CH3:25])=[O:22])([O:23][C:24]([CH3:27])([CH3:26])[CH3:25])=[O:22].Cl. Product: [C:15]([O:14][C:12]([N:9]1[CH2:8][CH2:7][CH:6]([CH:2]([NH:1][C:21]([O:23][C:24]([CH3:27])([CH3:26])[CH3:25])=[O:22])[C:3]([OH:5])=[O:4])[CH2:11][CH2:10]1)=[O:13])([CH3:18])([CH3:17])[CH3:16]. The catalyst class is: 1. (2) Reactant: [O:1]1[CH2:5][CH:4]([NH:6][C:7]2[CH:12]=[CH:11][C:10](B3OC(C)(C)C(C)(C)O3)=[CH:9][CH:8]=2)[C:3]2[CH:22]=[CH:23][CH:24]=[CH:25][C:2]1=2.I[C:27]1[C:35]2[C:30](=[N:31][CH:32]=[N:33][C:34]=2[NH2:36])[N:29]([C@H:37]2[CH2:42][CH2:41][C@@H:40]([N:43]3[CH2:48][CH2:47][N:46]([CH3:49])[CH2:45][CH2:44]3)[CH2:39][CH2:38]2)[N:28]=1.O.C(=O)([O-])[O-].[Na+].[Na+]. Product: [O:1]1[CH2:5][CH:4]([NH:6][C:7]2[CH:8]=[CH:9][C:10]([C:27]3[C:35]4[C:30](=[N:31][CH:32]=[N:33][C:34]=4[NH2:36])[N:29]([C@H:37]4[CH2:38][CH2:39][C@@H:40]([N:43]5[CH2:44][CH2:45][N:46]([CH3:49])[CH2:47][CH2:48]5)[CH2:41][CH2:42]4)[N:28]=3)=[CH:11][CH:12]=2)[C:3]2[CH:22]=[CH:23][CH:24]=[CH:25][C:2]1=2. The catalyst class is: 149. (3) Reactant: [NH2:1][CH2:2][C:3]1[C:8]([CH3:9])=[N:7][C:6]2[N:10]([CH2:13][CH3:14])[N:11]=[CH:12][C:5]=2[C:4]=1[NH:15][CH:16]1[CH2:21][CH2:20][O:19][CH2:18][CH2:17]1.[C:22]([NH:25][C:26]1[CH:34]=[CH:33][C:29]([C:30](Cl)=[O:31])=[CH:28][CH:27]=1)(=[O:24])[CH3:23].CCN(C(C)C)C(C)C. Product: [C:22]([NH:25][C:26]1[CH:34]=[CH:33][C:29]([C:30]([NH:1][CH2:2][C:3]2[C:4]([NH:15][CH:16]3[CH2:17][CH2:18][O:19][CH2:20][CH2:21]3)=[C:5]3[CH:12]=[N:11][N:10]([CH2:13][CH3:14])[C:6]3=[N:7][C:8]=2[CH3:9])=[O:31])=[CH:28][CH:27]=1)(=[O:24])[CH3:23]. The catalyst class is: 245. (4) The catalyst class is: 3. Reactant: [C:1]([N:8]1[CH2:13][CH2:12][CH:11]([OH:14])[CH2:10][CH2:9]1)([O:3][C:4]([CH3:7])([CH3:6])[CH3:5])=[O:2].[H-].[Na+].[H][H].[Cl:19][C:20]1[CH:25]=[N:24][CH:23]=[C:22](Cl)[N:21]=1. Product: [Cl:19][C:20]1[N:21]=[C:22]([O:14][CH:11]2[CH2:12][CH2:13][N:8]([C:1]([O:3][C:4]([CH3:7])([CH3:6])[CH3:5])=[O:2])[CH2:9][CH2:10]2)[CH:23]=[N:24][CH:25]=1. (5) Reactant: [C:1]([C:5]1[CH:6]=[C:7]([CH:10]=[CH:11][C:12]=1[F:13])[CH2:8]Br)([CH3:4])([CH3:3])[CH3:2].[I-:14].[Na+].O. Product: [C:1]([C:5]1[CH:6]=[C:7]([CH:10]=[CH:11][C:12]=1[F:13])[CH2:8][I:14])([CH3:4])([CH3:3])[CH3:2]. The catalyst class is: 21. (6) Reactant: [NH2:1][C:2]1[C:3]([CH3:8])=[CH:4][CH:5]=[CH:6][CH:7]=1.O.[F:10][C:11]([F:19])([F:18])[C:12]([C:14]([F:17])([F:16])[F:15])=[O:13].O.O.[F:10][C:11]([F:19])([F:18])[C:12]([C:14]([F:17])([F:16])[F:15])=[O:13]. Product: [NH2:1][C:2]1[CH:7]=[CH:6][C:5]([C:12]([OH:13])([C:14]([F:17])([F:16])[F:15])[C:11]([F:19])([F:18])[F:10])=[CH:4][C:3]=1[CH3:8]. The catalyst class is: 13. (7) Reactant: C([O:8][C:9]1[CH:25]=[CH:24][C:12]([CH2:13][NH:14][C:15]2[C:20]([Cl:21])=[C:19]([CH3:22])[N:18]=[C:17]([CH3:23])[N:16]=2)=[CH:11][C:10]=1[O:26][CH3:27])C1C=CC=CC=1.Cl. Product: [Cl:21][C:20]1[C:15]([NH:14][CH2:13][C:12]2[CH:24]=[CH:25][C:9]([OH:8])=[C:10]([O:26][CH3:27])[CH:11]=2)=[N:16][C:17]([CH3:23])=[N:18][C:19]=1[CH3:22]. The catalyst class is: 8. (8) Reactant: [OH-].[Na+].[OH:3]C(C(C1C=CC=C(C(C2C=CC=CC=2)=O)C=1)C)=O.C[CH2:23][C:24]1[CH:25]=[CH:26][C:27]([CH:30]([CH2:32]CC2C=CC([N+](C)(C)C)=CC=2)[CH3:31])=[CH:28][CH:29]=1. Product: [CH:24]1([CH3:23])[CH2:25][CH2:26][CH:27]([CH:30]([CH3:32])[CH3:31])[CH:28]([OH:3])[CH2:29]1. The catalyst class is: 6. (9) Product: [Cl:15][C:16]1[S:20][C:19]([C:21]2[NH:23][C:4](=[O:5])[C:6]3[CH2:11][C:10]([F:12])([F:13])[CH2:9][CH2:8][C:7]=3[N:22]=2)=[CH:18][CH:17]=1. Reactant: C(O[C:4]([C:6]1[CH2:11][C:10]([F:13])([F:12])[CH2:9][CH2:8][C:7]=1O)=[O:5])C.[Cl:15][C:16]1[S:20][C:19]([C:21](=[NH:23])[NH2:22])=[CH:18][CH:17]=1.C(=O)([O-])[O-].[Cs+].[Cs+].[Cl-].[Na+]. The catalyst class is: 198.